Predict which catalyst facilitates the given reaction. From a dataset of Catalyst prediction with 721,799 reactions and 888 catalyst types from USPTO. (1) Reactant: [F:1][C:2]([F:14])([F:13])[C:3]1[CH:4]=[C:5]([NH:9][C:10]([NH2:12])=[S:11])[CH:6]=[CH:7][CH:8]=1.[C:15]([C:17]1[CH:24]=[CH:23][C:20]([CH:21]=O)=[CH:19][CH:18]=1)#[N:16].[CH3:25][N:26]([CH3:33])[C:27](=[O:32])[CH2:28][C:29](=O)[CH3:30]. Product: [C:15]([C:17]1[CH:24]=[CH:23][C:20]([CH:21]2[C:28]([C:27]([N:26]([CH3:33])[CH3:25])=[O:32])=[C:29]([CH3:30])[N:9]([C:5]3[CH:6]=[CH:7][CH:8]=[C:3]([C:2]([F:1])([F:13])[F:14])[CH:4]=3)[C:10](=[S:11])[NH:12]2)=[CH:19][CH:18]=1)#[N:16]. The catalyst class is: 1. (2) The catalyst class is: 88. Reactant: [F:1][C:2]1[CH:7]=[CH:6][C:5]([C:8]2[N:13]=[C:12]3[N:14]=[C:15]([C:18]([O:20]CC)=[O:19])[N:16]([CH3:17])[C:11]3=[C:10]([C:23]3[CH:28]=[CH:27][C:26]([F:29])=[CH:25][CH:24]=3)[C:9]=2[C:30]2[CH:35]=[CH:34][N:33]=[CH:32][CH:31]=2)=[CH:4][CH:3]=1.[OH-].[K+]. Product: [F:1][C:2]1[CH:7]=[CH:6][C:5]([C:8]2[N:13]=[C:12]3[N:14]=[C:15]([C:18]([OH:20])=[O:19])[N:16]([CH3:17])[C:11]3=[C:10]([C:23]3[CH:28]=[CH:27][C:26]([F:29])=[CH:25][CH:24]=3)[C:9]=2[C:30]2[CH:31]=[CH:32][N:33]=[CH:34][CH:35]=2)=[CH:4][CH:3]=1.